This data is from Forward reaction prediction with 1.9M reactions from USPTO patents (1976-2016). The task is: Predict the product of the given reaction. (1) Given the reactants [S:1]1[C:5]2[CH:6]=[CH:7][CH:8]=[CH:9][C:4]=2[N:3]=[C:2]1[NH:10][N:11]=[CH:12][C:13]1[O:14][C:15]([N+:18]([O-:20])=[O:19])=[CH:16][CH:17]=1.[N+:21](C1OC(C=O)=CC=1)([O-:23])=[O:22].N(C1SC2C=C([N+]([O-])=O)C=CC=2N=1)N, predict the reaction product. The product is: [N+:21]([C:7]1[CH:8]=[CH:9][C:4]2[N:3]=[C:2]([NH:10][N:11]=[CH:12][C:13]3[O:14][C:15]([N+:18]([O-:20])=[O:19])=[CH:16][CH:17]=3)[S:1][C:5]=2[CH:6]=1)([O-:23])=[O:22]. (2) Given the reactants C(=O)([O-])[O-].Cl.[NH:6]([C:8]1[C:9]([CH3:14])=[N:10][CH:11]=[CH:12][CH:13]=1)[NH2:7].C(O[CH:18]=[C:19]([C:22]#[N:23])[C:20]#[N:21])C, predict the reaction product. The product is: [NH2:23][C:22]1[N:6]([C:8]2[C:9]([CH3:14])=[N:10][CH:11]=[CH:12][CH:13]=2)[N:7]=[CH:18][C:19]=1[C:20]#[N:21]. (3) Given the reactants C([O:3][C:4](=[O:19])[CH2:5][CH2:6][C:7]1[C:15]2[O:14][CH2:13][C:12]([CH3:17])([CH3:16])[C:11]=2[CH:10]=[C:9]([Br:18])[CH:8]=1)C.O.[OH-].[Li+], predict the reaction product. The product is: [Br:18][C:9]1[CH:8]=[C:7]([CH2:6][CH2:5][C:4]([OH:19])=[O:3])[C:15]2[O:14][CH2:13][C:12]([CH3:17])([CH3:16])[C:11]=2[CH:10]=1.